This data is from Peptide-MHC class I binding affinity with 185,985 pairs from IEDB/IMGT. The task is: Regression. Given a peptide amino acid sequence and an MHC pseudo amino acid sequence, predict their binding affinity value. This is MHC class I binding data. (1) The peptide sequence is ATSSFREKSR. The MHC is HLA-A11:01 with pseudo-sequence HLA-A11:01. The binding affinity (normalized) is 0.970. (2) The peptide sequence is VPFVSVNPI. The MHC is HLA-B18:01 with pseudo-sequence HLA-B18:01. The binding affinity (normalized) is 0.0847. (3) The peptide sequence is MMMLPATLA. The MHC is HLA-A02:01 with pseudo-sequence HLA-A02:01. The binding affinity (normalized) is 0.693.